From a dataset of Full USPTO retrosynthesis dataset with 1.9M reactions from patents (1976-2016). Predict the reactants needed to synthesize the given product. (1) Given the product [N+:7]([C:10]1[CH:15]=[CH:14][CH:13]=[C:12]([O:16][CH2:18][CH2:19][CH2:20][CH2:21][CH2:22][C:23]2[CH:28]=[CH:27][CH:26]=[CH:25][CH:24]=2)[CH:11]=1)([O-:9])=[O:8], predict the reactants needed to synthesize it. The reactants are: C(=O)([O-])[O-].[K+].[K+].[N+:7]([C:10]1[CH:11]=[C:12]([OH:16])[CH:13]=[CH:14][CH:15]=1)([O-:9])=[O:8].Br[CH2:18][CH2:19][CH2:20][CH2:21][CH2:22][C:23]1[CH:28]=[CH:27][CH:26]=[CH:25][CH:24]=1.[I-].[K+]. (2) Given the product [OH:26][C:25]1[C:20](=[O:19])[NH:21][CH:22]=[C:23]([CH2:28][CH2:29][C:30]2[CH:35]=[CH:34][CH:33]=[C:32]([CH3:36])[CH:31]=2)[CH:24]=1, predict the reactants needed to synthesize it. The reactants are: OC1C(=O)NC=C(CCC2C=CC=CC=2C)C=1.C[O:19][C:20]1[C:25]([O:26]C)=[CH:24][C:23]([C:28]#[C:29][C:30]2[CH:35]=[CH:34][CH:33]=[C:32]([CH3:36])[CH:31]=2)=[CH:22][N:21]=1. (3) Given the product [C:1]1([C:11]23[CH2:16][CH:15]2[CH2:14][C:13](=[O:17])[CH2:12]3)[C:10]2[C:5](=[CH:6][CH:7]=[CH:8][CH:9]=2)[CH:4]=[CH:3][CH:2]=1, predict the reactants needed to synthesize it. The reactants are: [C:1]1([C:11]#[C:12][CH:13]([OH:17])[CH2:14][CH:15]=[CH2:16])[C:10]2[C:5](=[CH:6][CH:7]=[CH:8][CH:9]=2)[CH:4]=[CH:3][CH:2]=1. (4) Given the product [CH:14]1([C@H:17]([NH:39][C:2](=[O:3])[O:4][C:5]2[CH:10]=[CH:9][C:8]([N+:11]([O-:13])=[O:12])=[CH:7][CH:6]=2)[C:18]([N:20]2[CH2:24][C:23]([C:25]3[CH:30]=[C:29]([F:31])[CH:28]=[CH:27][C:26]=3[F:32])=[CH:22][C@H:21]2[C:33]2[CH:34]=[CH:35][CH:36]=[CH:37][CH:38]=2)=[O:19])[CH2:16][CH2:15]1, predict the reactants needed to synthesize it. The reactants are: Cl[C:2]([O:4][C:5]1[CH:10]=[CH:9][C:8]([N+:11]([O-:13])=[O:12])=[CH:7][CH:6]=1)=[O:3].[CH:14]1([C@H:17]([NH2:39])[C:18]([N:20]2[CH2:24][C:23]([C:25]3[CH:30]=[C:29]([F:31])[CH:28]=[CH:27][C:26]=3[F:32])=[CH:22][C@H:21]2[C:33]2[CH:38]=[CH:37][CH:36]=[CH:35][CH:34]=2)=[O:19])[CH2:16][CH2:15]1.C(N(CC)C(C)C)(C)C. (5) The reactants are: [CH2:1]([N:3]1[C:12]2[C@@:7]([CH3:27])([C@H:8]3[CH2:19][CH2:18][C@@:17]4([CH3:20])[C@@H:13]([CH2:14][CH:15]=[C:16]4[C:21]4[CH:26]=[N:25][CH:24]=[CH:23][N:22]=4)[C@@H:9]3[CH2:10][CH:11]=2)[CH2:6][CH2:5][C:4]1=[O:28])[CH3:2].[CH3:29]C1C=NC=C([Sn](CCCC)(CCCC)CCCC)N=1.C(N1C2[C@@](C)([C@H]3CC[C@@]4(C)[C@@H](CC=C4C4C=NC=C(OC)N=4)[C@@H]3CC=2)CCC1=O)C. Given the product [CH2:1]([N:3]1[C:12]2[C@@:7]([CH3:27])([C@H:8]3[CH2:19][CH2:18][C@@:17]4([CH3:20])[C@@H:13]([CH2:14][CH:15]=[C:16]4[C:21]4[CH:26]=[N:25][CH:24]=[C:23]([CH3:29])[N:22]=4)[C@@H:9]3[CH2:10][CH:11]=2)[CH2:6][CH2:5][C:4]1=[O:28])[CH3:2], predict the reactants needed to synthesize it. (6) The reactants are: [Br:1][C:2]1[CH:11]=[C:10]2[C:5]([CH2:6][CH2:7][N:8]([C:17](=[O:36])[C:18]([N:20]([C:32]([CH3:35])([CH3:34])[CH3:33])[CH2:21][CH2:22][O:23][CH2:24][C:25]#[C:26][C:27]3[S:31][CH:30]=[N:29][CH:28]=3)=[O:19])[CH:9]2[C:12]([O:14]CC)=[O:13])=[CH:4][C:3]=1[O:37][CH3:38].[OH-].[K+].Cl. Given the product [Br:1][C:2]1[CH:11]=[C:10]2[C:5]([CH2:6][CH2:7][N:8]([C:17](=[O:36])[C:18]([N:20]([C:32]([CH3:33])([CH3:35])[CH3:34])[CH2:21][CH2:22][O:23][CH2:24][C:25]#[C:26][C:27]3[S:31][CH:30]=[N:29][CH:28]=3)=[O:19])[CH:9]2[C:12]([OH:14])=[O:13])=[CH:4][C:3]=1[O:37][CH3:38], predict the reactants needed to synthesize it. (7) Given the product [Br:1][C:2]1[C:3]2[C:7]([CH:8]=[CH:9][CH:10]=1)=[N:6][N:5]([CH2:12][C:13]1[CH:18]=[CH:17][C:16]([F:19])=[CH:15][CH:14]=1)[CH:4]=2, predict the reactants needed to synthesize it. The reactants are: [Br:1][C:2]1[CH:10]=[CH:9][CH:8]=[C:7]2[C:3]=1[CH:4]=[N:5][NH:6]2.Br[CH2:12][C:13]1[CH:18]=[CH:17][C:16]([F:19])=[CH:15][CH:14]=1.